The task is: Regression. Given a peptide amino acid sequence and an MHC pseudo amino acid sequence, predict their binding affinity value. This is MHC class I binding data.. This data is from Peptide-MHC class I binding affinity with 185,985 pairs from IEDB/IMGT. (1) The peptide sequence is IIYERDFSY. The MHC is HLA-B39:01 with pseudo-sequence HLA-B39:01. The binding affinity (normalized) is 0.0847. (2) The peptide sequence is RARRHLAAL. The MHC is HLA-B07:02 with pseudo-sequence HLA-B07:02. The binding affinity (normalized) is 1.00. (3) The peptide sequence is AHAGARVNL. The MHC is HLA-A24:03 with pseudo-sequence HLA-A24:03. The binding affinity (normalized) is 0.213. (4) The peptide sequence is VASEGIKYTD. The MHC is HLA-B58:01 with pseudo-sequence HLA-B58:01. The binding affinity (normalized) is 0.461. (5) The MHC is HLA-A68:01 with pseudo-sequence HLA-A68:01. The peptide sequence is EVVMAYVGIK. The binding affinity (normalized) is 0.824. (6) The peptide sequence is GHMMVIFRL. The MHC is HLA-A01:01 with pseudo-sequence HLA-A01:01. The binding affinity (normalized) is 0.0847. (7) The peptide sequence is RLIQNSITI. The MHC is HLA-A02:06 with pseudo-sequence HLA-A02:06. The binding affinity (normalized) is 0.335.